From a dataset of NCI-60 drug combinations with 297,098 pairs across 59 cell lines. Regression. Given two drug SMILES strings and cell line genomic features, predict the synergy score measuring deviation from expected non-interaction effect. (1) Drug 1: CC12CCC3C(C1CCC2=O)CC(=C)C4=CC(=O)C=CC34C. Drug 2: CC1CCC2CC(C(=CC=CC=CC(CC(C(=O)C(C(C(=CC(C(=O)CC(OC(=O)C3CCCCN3C(=O)C(=O)C1(O2)O)C(C)CC4CCC(C(C4)OC)O)C)C)O)OC)C)C)C)OC. Cell line: SF-268. Synergy scores: CSS=56.7, Synergy_ZIP=2.61, Synergy_Bliss=0.473, Synergy_Loewe=2.83, Synergy_HSA=3.24. (2) Drug 1: CC1C(C(CC(O1)OC2CC(CC3=C2C(=C4C(=C3O)C(=O)C5=C(C4=O)C(=CC=C5)OC)O)(C(=O)C)O)N)O.Cl. Drug 2: CN(C)N=NC1=C(NC=N1)C(=O)N. Cell line: UO-31. Synergy scores: CSS=17.2, Synergy_ZIP=-7.64, Synergy_Bliss=-6.55, Synergy_Loewe=-3.83, Synergy_HSA=-3.18. (3) Drug 1: C1=CC=C(C(=C1)C(C2=CC=C(C=C2)Cl)C(Cl)Cl)Cl. Drug 2: CC(C)NC(=O)C1=CC=C(C=C1)CNNC.Cl. Cell line: ACHN. Synergy scores: CSS=3.25, Synergy_ZIP=-2.35, Synergy_Bliss=-2.44, Synergy_Loewe=-2.26, Synergy_HSA=-2.08. (4) Cell line: HL-60(TB). Drug 2: CC1CCC2CC(C(=CC=CC=CC(CC(C(=O)C(C(C(=CC(C(=O)CC(OC(=O)C3CCCCN3C(=O)C(=O)C1(O2)O)C(C)CC4CCC(C(C4)OC)O)C)C)O)OC)C)C)C)OC. Synergy scores: CSS=44.7, Synergy_ZIP=3.12, Synergy_Bliss=10.6, Synergy_Loewe=9.98, Synergy_HSA=12.8. Drug 1: C1CCC(CC1)NC(=O)N(CCCl)N=O. (5) Drug 1: CC1=CC=C(C=C1)C2=CC(=NN2C3=CC=C(C=C3)S(=O)(=O)N)C(F)(F)F. Drug 2: C1=NC2=C(N1)C(=S)N=CN2. Cell line: KM12. Synergy scores: CSS=36.5, Synergy_ZIP=-9.85, Synergy_Bliss=-0.728, Synergy_Loewe=-23.9, Synergy_HSA=0.370. (6) Drug 1: COC1=C(C=C2C(=C1)N=CN=C2NC3=CC(=C(C=C3)F)Cl)OCCCN4CCOCC4. Drug 2: CC(CN1CC(=O)NC(=O)C1)N2CC(=O)NC(=O)C2. Cell line: RXF 393. Synergy scores: CSS=30.6, Synergy_ZIP=-7.16, Synergy_Bliss=-0.104, Synergy_Loewe=1.13, Synergy_HSA=3.54.